Dataset: Reaction yield outcomes from USPTO patents with 853,638 reactions. Task: Predict the reaction yield, written as a fraction of the theoretical maximum amount of product (1.0 means a 100% yield; for example, 0.34 means a 34% yield). (1) The reactants are [CH3:1][O:2][C:3]1[CH:4]=[C:5]([NH2:15])[CH:6]=[CH:7][C:8]=1[N:9]1[CH:13]=[C:12]([CH3:14])[N:11]=[CH:10]1.Cl[C:17]1[N:22]=[C:21]([NH:23][CH2:24][CH:25]([CH3:27])[CH3:26])[CH:20]=[C:19]([CH3:28])[N:18]=1. No catalyst specified. The product is [CH2:24]([NH:23][C:21]1[CH:20]=[C:19]([CH3:28])[N:18]=[C:17]([NH:15][C:5]2[CH:6]=[CH:7][C:8]([N:9]3[CH:13]=[C:12]([CH3:14])[N:11]=[CH:10]3)=[C:3]([O:2][CH3:1])[CH:4]=2)[N:22]=1)[CH:25]([CH3:27])[CH3:26]. The yield is 0.890. (2) The reactants are [NH2:1][C:2]1[C:11]([F:12])=[CH:10][CH:9]=[CH:8][C:3]=1[C:4]([NH:6][CH3:7])=[O:5].[Cl:13][C:14]1[CH:19]=[C:18](I)[C:17]([Cl:21])=[CH:16][N:15]=1.[O-]P([O-])([O-])=O.[K+].[K+].[K+]. The catalyst is O1CCOCC1. The product is [Cl:13][C:14]1[CH:19]=[C:18]([NH:1][C:2]2[C:11]([F:12])=[CH:10][CH:9]=[CH:8][C:3]=2[C:4]([NH:6][CH3:7])=[O:5])[C:17]([Cl:21])=[CH:16][N:15]=1. The yield is 0.330. (3) The reactants are [F:1][C:2]([F:8])([F:7])[C:3]([CH3:6])([OH:5])[CH3:4].CCN(C(C)C)C(C)C.[C:18](=O)([O:26]C1C=CC=CN=1)[O:19][C:20]1[CH:25]=[CH:24][CH:23]=[CH:22][N:21]=1. The catalyst is CN(C1C=CN=CC=1)C. The product is [C:18](=[O:26])([O:5][C:3]([CH3:6])([CH3:4])[C:2]([F:8])([F:7])[F:1])[O:19][C:20]1[CH:25]=[CH:24][CH:23]=[CH:22][N:21]=1. The yield is 0.460. (4) The reactants are [C:1]([N:4]1[CH2:9][CH2:8][CH:7]([N:10]2[CH:14]=[C:13]([C:15]3[CH:20]=[CH:19][N:18]=[C:17]([NH:21]C(C)(C)C)[CH:16]=3)[C:12]([C:26]3[C:27]([F:47])=[C:28]([N:32](COC)[S:33]([C:36]4[CH:41]=[C:40]([F:42])[CH:39]=[CH:38][C:37]=4[F:43])(=[O:35])=[O:34])[CH:29]=[CH:30][CH:31]=3)=[N:11]2)[CH2:6][CH2:5]1)(=[O:3])[CH3:2]. The catalyst is C(O)(C(F)(F)F)=O.O. The product is [C:1]([N:4]1[CH2:5][CH2:6][CH:7]([N:10]2[CH:14]=[C:13]([C:15]3[CH:20]=[CH:19][N:18]=[C:17]([NH2:21])[CH:16]=3)[C:12]([C:26]3[C:27]([F:47])=[C:28]([NH:32][S:33]([C:36]4[CH:41]=[C:40]([F:42])[CH:39]=[CH:38][C:37]=4[F:43])(=[O:34])=[O:35])[CH:29]=[CH:30][CH:31]=3)=[N:11]2)[CH2:8][CH2:9]1)(=[O:3])[CH3:2]. The yield is 0.870. (5) The product is [N+:41](=[C:21]([C:17]1[CH:18]=[CH:19][CH:20]=[C:15]([N+:12]([O-:14])=[O:13])[CH:16]=1)[C:22]([O:24][CH2:25][CH:26]=[CH2:27])=[O:23])=[N-:42]. The reactants are N12CCCN=C1CCCCC2.[N+:12]([C:15]1[CH:16]=[C:17]([CH2:21][C:22]([O:24][CH2:25][CH:26]=[CH2:27])=[O:23])[CH:18]=[CH:19][CH:20]=1)([O-:14])=[O:13].C(NC1C=CC(S([N:41]=[N+:42]=[N-])(=O)=O)=CC=1)(=O)C. The yield is 0.940. The catalyst is C1COCC1. (6) The reactants are N1C=CC=CC=1.[NH2:7][C:8]1[CH:13]=[C:12]([CH2:14][C:15]2[C:20]([Cl:21])=[CH:19][CH:18]=[CH:17][C:16]=2[Cl:22])[N:11]=[C:10]([NH:23][C:24]2[CH:31]=[CH:30][C:27]([C:28]#[N:29])=[CH:26][CH:25]=2)[N:9]=1.[Cl:32][CH2:33][C:34](Cl)=[O:35]. The catalyst is C(Cl)Cl. The product is [Cl:32][CH2:33][C:34]([NH:7][C:8]1[CH:13]=[C:12]([CH2:14][C:15]2[C:20]([Cl:21])=[CH:19][CH:18]=[CH:17][C:16]=2[Cl:22])[N:11]=[C:10]([NH:23][C:24]2[CH:25]=[CH:26][C:27]([C:28]#[N:29])=[CH:30][CH:31]=2)[N:9]=1)=[O:35]. The yield is 0.365.